Dataset: Reaction yield outcomes from USPTO patents with 853,638 reactions. Task: Predict the reaction yield, written as a fraction of the theoretical maximum amount of product (1.0 means a 100% yield; for example, 0.34 means a 34% yield). (1) The reactants are [CH2:1]([O:3][C:4]1[CH:9]=[CH:8][C:7]([CH2:10][C:11]([OH:13])=[O:12])=[CH:6][CH:5]=1)[CH3:2].C[Si]([N-][Si](C)(C)C)(C)C.[Na+].C1COCC1.[Cl:29][CH2:30][CH2:31][CH2:32][CH2:33]I. No catalyst specified. The product is [Cl:29][CH2:30][CH2:31][CH2:32][CH2:33][CH:10]([C:7]1[CH:8]=[CH:9][C:4]([O:3][CH2:1][CH3:2])=[CH:5][CH:6]=1)[C:11]([OH:13])=[O:12]. The yield is 0.370. (2) The reactants are [CH2:1]([O:3][C:4]([C@@H:6]1[C@H:8]([C:9]2[CH:14]=[CH:13][CH:12]=[CH:11][CH:10]=2)[C@H:7]1[C:15]1[CH:20]=[CH:19][CH:18]=[C:17](Br)[CH:16]=1)=[O:5])[CH3:2].[O:22]1[CH:26]=[CH:25][N:24]=[CH:23]1.C([O-])([O-])=O.[K+].[K+].C(O)(=O)C(C)(C)C. The catalyst is CC(N(C)C)=O.C(Cl)Cl.CC([O-])=O.CC([O-])=O.[Pd+2].C(P(C(C)(C)C)C1C(C)=C(C)C(C)=C(C)C=1C1C(C(C)C)=CC(C(C)C)=CC=1C(C)C)(C)(C)C. The product is [CH2:1]([O:3][C:4]([C@@H:6]1[C@H:8]([C:9]2[CH:14]=[CH:13][CH:12]=[CH:11][CH:10]=2)[C@H:7]1[C:15]1[CH:20]=[CH:19][CH:18]=[C:17]([C:26]2[O:22][CH:23]=[N:24][CH:25]=2)[CH:16]=1)=[O:5])[CH3:2]. The yield is 1.00. (3) The reactants are C[O:2][C:3]([C:5]1[S:6][C:7]([C:27]#[C:28][C:29]([CH3:32])([CH3:31])[CH3:30])=[CH:8][C:9]=1[N:10]([C@H:20]1[CH2:25][CH2:24][C@H:23]([OH:26])[CH2:22][CH2:21]1)[C:11]([CH:13]1[CH2:18][CH2:17][C:16]([CH3:19])=[CH:15][CH2:14]1)=[O:12])=[O:4].[CH3:33][N:34]([CH2:36][C:37]1[CH:42]=[CH:41][N:40]=[C:39](F)[CH:38]=1)[CH3:35].[H-].[Na+].C(O)(=O)CC(CC(O)=O)(C(O)=O)O. The catalyst is CN(C=O)C.O. The product is [CH3:33][N:34]([CH2:36][C:37]1[CH:42]=[CH:41][N:40]=[C:39]([O:26][C@H:23]2[CH2:24][CH2:25][C@H:20]([N:10]([C:11]([CH:13]3[CH2:18][CH2:17][C:16]([CH3:19])=[CH:15][CH2:14]3)=[O:12])[C:9]3[CH:8]=[C:7]([C:27]#[C:28][C:29]([CH3:30])([CH3:31])[CH3:32])[S:6][C:5]=3[C:3]([OH:2])=[O:4])[CH2:21][CH2:22]2)[CH:38]=1)[CH3:35]. The yield is 0.350. (4) The reactants are [F:1][C:2]1[C:7]([CH2:8][OH:9])=[CH:6][CH:5]=[C:4]([NH:10][CH2:11][C:12]2[CH:13]=[N:14][C:15]([C:18]([F:21])([F:20])[F:19])=[CH:16][CH:17]=2)[N:3]=1.CC(OI1(OC(C)=O)(OC(C)=O)OC(=O)C2C=CC=CC1=2)=O.S([O-])([O-])(=O)=S.[Na+].[Na+].C(=O)([O-])[O-].[K+].[K+]. The catalyst is ClCCl. The product is [F:1][C:2]1[C:7]([CH:8]=[O:9])=[CH:6][CH:5]=[C:4]([NH:10][CH2:11][C:12]2[CH:13]=[N:14][C:15]([C:18]([F:21])([F:19])[F:20])=[CH:16][CH:17]=2)[N:3]=1. The yield is 0.235. (5) The reactants are C([O:4][C@H:5]1[C@H:10]([O:11]C(=O)C)[C@@H:9]([O:15]C(=O)C)[C@H:8]([C:19]2[CH:28]=[C:27]([CH2:29][C:30]3[CH:35]=[CH:34][C:33]([CH:36]4[CH2:38][CH2:37]4)=[CH:32][CH:31]=3)[C:26]([Cl:39])=[C:25]3[C:20]=2[CH2:21][CH2:22][CH2:23][O:24]3)[O:7][C@@H:6]1[CH2:40][O:41]C(=O)C)(=O)C.C[O-].[Na+].CC(O)=O. The catalyst is CO. The product is [Cl:39][C:26]1[C:27]([CH2:29][C:30]2[CH:31]=[CH:32][C:33]([CH:36]3[CH2:38][CH2:37]3)=[CH:34][CH:35]=2)=[CH:28][C:19]([C@H:8]2[C@H:9]([OH:15])[C@@H:10]([OH:11])[C@H:5]([OH:4])[C@@H:6]([CH2:40][OH:41])[O:7]2)=[C:20]2[C:25]=1[O:24][CH2:23][CH2:22][CH2:21]2. The yield is 0.340. (6) The reactants are [C:1]1([NH:7][N:8]=[C:9]([C:12]#[N:13])[C:10]#[N:11])[CH:6]=[CH:5][CH:4]=[CH:3][CH:2]=1.NC1C=CC=CC=1.C(#N)CC#N.[NH:26]([C:28]1[CH:36]=[CH:35][C:31]([C:32]([OH:34])=[O:33])=[CH:30][CH:29]=1)[NH2:27]. No catalyst specified. The product is [NH2:11][C:10]1[C:9]([N:8]=[N:7][C:1]2[CH:2]=[CH:3][CH:4]=[CH:5][CH:6]=2)=[C:12]([NH2:13])[N:26]([C:28]2[CH:29]=[CH:30][C:31]([C:32]([OH:34])=[O:33])=[CH:35][CH:36]=2)[N:27]=1. The yield is 0.140. (7) The reactants are [Cl:1][C:2]1[C:3]([O:12][C:13]2[CH:18]=[C:17]([OH:19])[CH:16]=[CH:15][C:14]=2[CH2:20][CH2:21][C:22]([O:24][CH2:25][CH3:26])=[O:23])=[N:4][CH:5]=[C:6]([C:8]([F:11])([F:10])[F:9])[CH:7]=1.[CH2:27](O)[CH2:28][CH2:29][CH3:30].C(P(CCCC)CCCC)CCC.N(C(N1CCCCC1)=O)=NC(N1CCCCC1)=O. The catalyst is O1CCCC1. The product is [CH2:27]([O:19][C:17]1[CH:16]=[CH:15][C:14]([CH2:20][CH2:21][C:22]([O:24][CH2:25][CH3:26])=[O:23])=[C:13]([O:12][C:3]2[C:2]([Cl:1])=[CH:7][C:6]([C:8]([F:9])([F:11])[F:10])=[CH:5][N:4]=2)[CH:18]=1)[CH2:28][CH2:29][CH3:30]. The yield is 0.950. (8) The reactants are C1(C[O:8][C@H:9]2[CH2:14][CH2:13][CH2:12][CH2:11][C@@H:10]2[NH:15][CH:16]2[CH2:21][CH2:20][N:19]([C@H:22]3[CH2:26][CH2:25][N:24]([C:27]([O:29][C:30]([CH3:33])([CH3:32])[CH3:31])=[O:28])[CH2:23]3)[CH2:18][CH2:17]2)C=CC=CC=1.C([O-])=O.[NH4+]. The catalyst is CO.[OH-].[OH-].[Pd+2]. The product is [OH:8][C@H:9]1[CH2:14][CH2:13][CH2:12][CH2:11][C@@H:10]1[NH:15][CH:16]1[CH2:21][CH2:20][N:19]([C@H:22]2[CH2:26][CH2:25][N:24]([C:27]([O:29][C:30]([CH3:33])([CH3:32])[CH3:31])=[O:28])[CH2:23]2)[CH2:18][CH2:17]1. The yield is 0.900.